Dataset: Forward reaction prediction with 1.9M reactions from USPTO patents (1976-2016). Task: Predict the product of the given reaction. (1) Given the reactants S([O-])([O:4][CH2:5][CH2:6][CH2:7][CH2:8][CH2:9][CH2:10][CH2:11][CH2:12][CH2:13][CH2:14][CH2:15]C)(=O)=O.[OH2:18], predict the reaction product. The product is: [CH:8]([CH:7]=[CH:6][C:5]([OH:4])=[O:18])=[CH:9][C:10]1[CH:11]=[CH:12][CH:13]=[CH:14][CH:15]=1. (2) Given the reactants CS(O)(=O)=O.[NH2:6][CH2:7][C:8]1[CH:9]=[C:10]2[C:14](=[CH:15][CH:16]=1)[C:13](=[O:17])[N:12]([CH:18]1[CH2:23][CH2:22][C:21](=[O:24])[NH:20][C:19]1=[O:25])[CH2:11]2.[CH3:26][O:27][C:28]1[CH:33]=[CH:32][C:31]([N:34]=[C:35]=[O:36])=[CH:30][CH:29]=1.Cl, predict the reaction product. The product is: [O:25]=[C:19]1[CH:18]([N:12]2[CH2:11][C:10]3[C:14](=[CH:15][CH:16]=[C:8]([CH2:7][NH:6][C:35]([NH:34][C:31]4[CH:32]=[CH:33][C:28]([O:27][CH3:26])=[CH:29][CH:30]=4)=[O:36])[CH:9]=3)[C:13]2=[O:17])[CH2:23][CH2:22][C:21](=[O:24])[NH:20]1. (3) Given the reactants [OH:1][C@H:2]1[CH2:6][CH2:5][N:4]([C:7]([O:9][C:10]([CH3:13])([CH3:12])[CH3:11])=[O:8])[CH2:3]1.F[C:15]1[CH:20]=[CH:19][C:18]([N+:21]([O-:23])=[O:22])=[CH:17][CH:16]=1.[OH-].[K+], predict the reaction product. The product is: [N+:21]([C:18]1[CH:19]=[CH:20][C:15]([O:1][C@H:2]2[CH2:6][CH2:5][N:4]([C:7]([O:9][C:10]([CH3:13])([CH3:12])[CH3:11])=[O:8])[CH2:3]2)=[CH:16][CH:17]=1)([O-:23])=[O:22].